From a dataset of Full USPTO retrosynthesis dataset with 1.9M reactions from patents (1976-2016). Predict the reactants needed to synthesize the given product. Given the product [CH2:18]([O:17][C:11]1[CH:10]=[C:9]2[C:14]([C:15]([OH:16])=[C:6]([C:4]([NH:27][CH2:28][C:29]([OH:31])=[O:30])=[O:5])[N:7]=[C:8]2[C:25]#[N:26])=[CH:13][CH:12]=1)[C:19]1[CH:24]=[CH:23][CH:22]=[CH:21][CH:20]=1, predict the reactants needed to synthesize it. The reactants are: C(O[C:4]([C:6]1[N:7]=[C:8]([C:25]#[N:26])[C:9]2[C:14]([C:15]=1[OH:16])=[CH:13][CH:12]=[C:11]([O:17][CH2:18][C:19]1[CH:24]=[CH:23][CH:22]=[CH:21][CH:20]=1)[CH:10]=2)=[O:5])C.[NH2:27][CH2:28][C:29]([OH:31])=[O:30].Cl.